Regression. Given a peptide amino acid sequence and an MHC pseudo amino acid sequence, predict their binding affinity value. This is MHC class I binding data. From a dataset of Peptide-MHC class I binding affinity with 185,985 pairs from IEDB/IMGT. (1) The MHC is HLA-A24:02 with pseudo-sequence HLA-A24:02. The binding affinity (normalized) is 0. The peptide sequence is YFKDCLFKDW. (2) The peptide sequence is HTQGYFPDWQ. The MHC is HLA-A26:01 with pseudo-sequence HLA-A26:01. The binding affinity (normalized) is 0.00693. (3) The peptide sequence is LRTELTYLQYG. The MHC is Mamu-B03 with pseudo-sequence Mamu-B03. The binding affinity (normalized) is 0.184. (4) The peptide sequence is KYLFSPNML. The MHC is HLA-B15:09 with pseudo-sequence HLA-B15:09. The binding affinity (normalized) is 0.0847. (5) The peptide sequence is IELPEKDSW. The MHC is HLA-A24:02 with pseudo-sequence HLA-A24:02. The binding affinity (normalized) is 0. (6) The peptide sequence is LAWKFDPTL. The MHC is Mamu-A70103 with pseudo-sequence Mamu-A70103. The binding affinity (normalized) is 0.215.